This data is from Forward reaction prediction with 1.9M reactions from USPTO patents (1976-2016). The task is: Predict the product of the given reaction. (1) The product is: [CH3:36][S:37]([O:1][CH2:2][CH2:3][C:4]1([CH3:28])[S:8][C:7]([C:9]2[NH:10][C:11]3[C:16]([CH:17]=2)=[CH:15][CH:14]=[CH:13][C:12]=3[N:18]([CH3:27])[S:19]([C:22]2[S:23][CH:24]=[CH:25][CH:26]=2)(=[O:21])=[O:20])=[N:6][CH2:5]1)(=[O:39])=[O:38]. Given the reactants [OH:1][CH2:2][CH2:3][C:4]1([CH3:28])[S:8][C:7]([C:9]2[NH:10][C:11]3[C:16]([CH:17]=2)=[CH:15][CH:14]=[CH:13][C:12]=3[N:18]([CH3:27])[S:19]([C:22]2[S:23][CH:24]=[CH:25][CH:26]=2)(=[O:21])=[O:20])=[N:6][CH2:5]1.C(N(CC)CC)C.[CH3:36][S:37](Cl)(=[O:39])=[O:38].O, predict the reaction product. (2) The product is: [F:1][C:2]1[CH:8]=[C:7]([CH3:9])[C:6]([S:10][CH2:11][C:12]([F:13])([F:15])[F:14])=[CH:5][C:3]=1[NH:4][N:17]=[C:23]([C:22]([NH:32][C:33](=[O:37])[O:34][CH2:35][CH3:36])=[O:21])[C:24]([NH:26][C:27](=[O:31])[O:28][CH2:29][CH3:30])=[O:25]. Given the reactants [F:1][C:2]1[CH:8]=[C:7]([CH3:9])[C:6]([S:10][CH2:11][C:12]([F:15])([F:14])[F:13])=[CH:5][C:3]=1[NH2:4].Cl.[N:17]([O-])=O.[Na+].[O:21]=[C:22]([NH:32][C:33](=[O:37])[O:34][CH2:35][CH3:36])[CH2:23][C:24]([NH:26][C:27](=[O:31])[O:28][CH2:29][CH3:30])=[O:25].C([O-])(=O)C.[Na+], predict the reaction product. (3) Given the reactants [CH:1](/[C:9]1[N:10]=[C:11]2[CH:17]=[CH:16][N:15]([S:18]([C:21]3[CH:27]=[CH:26][C:24]([CH3:25])=[CH:23][CH:22]=3)(=[O:20])=[O:19])[C:12]2=[N:13][CH:14]=1)=C\C1C=CC=CC=1.I([O-])(=O)(=O)=[O:29].[Na+].[O-]S([O-])(=S)=O.[Na+].[Na+].CCOC(C)=O, predict the reaction product. The product is: [S:18]([N:15]1[C:12]2=[N:13][CH:14]=[C:9]([CH:1]=[O:29])[N:10]=[C:11]2[CH:17]=[CH:16]1)([C:21]1[CH:27]=[CH:26][C:24]([CH3:25])=[CH:23][CH:22]=1)(=[O:20])=[O:19]. (4) Given the reactants [S:1]1[CH:5]=[CH:4][N:3]2[C:6]3[CH:12]=[C:11]([CH:13]=[O:14])[CH:10]=[CH:9][C:7]=3[N:8]=[C:2]12.[Br-].[Mg+2].[Br-].[N+:18]([C:21]1[CH:39]=[CH:38][C:24]([CH2:25][O:26][C:27]([C:29]2[N:30]3[CH:33]([S:34][CH:35]=2)[CH:32]([Br:36])[C:31]3=[O:37])=[O:28])=[CH:23][CH:22]=1)([O-:20])=[O:19].[C:40](OC(=O)C)(=[O:42])[CH3:41], predict the reaction product. The product is: [C:40]([O:14][CH:13]([C:11]1[CH:10]=[CH:9][C:7]2[N:8]=[C:2]3[S:1][CH:5]=[CH:4][N:3]3[C:6]=2[CH:12]=1)[C:32]1([Br:36])[C:31](=[O:37])[N:30]2[C@@H:33]1[S:34][CH:35]=[C:29]2[C:27]([O:26][CH2:25][C:24]1[CH:38]=[CH:39][C:21]([N+:18]([O-:20])=[O:19])=[CH:22][CH:23]=1)=[O:28])(=[O:42])[CH3:41]. (5) Given the reactants [CH:1]1([S:5]([C:8]2[CH:16]=[CH:15][CH:14]=[CH:13][C:9]=2[C:10](O)=[O:11])(=[O:7])=[O:6])[CH2:4][CH2:3][CH2:2]1.C1C=CC2N(O)N=[N:23]C=2C=1.O.C(Cl)CCl.[OH-].[NH4+], predict the reaction product. The product is: [CH:1]1([S:5]([C:8]2[CH:16]=[CH:15][CH:14]=[CH:13][C:9]=2[C:10]([NH2:23])=[O:11])(=[O:7])=[O:6])[CH2:4][CH2:3][CH2:2]1. (6) Given the reactants [OH-].[Na+].[C:3]([C:5]1[CH:14]=[C:13]2[C:8]([CH:9]=[CH:10][C:11]([C:15]([O:17]C)=[O:16])=[CH:12]2)=[CH:7][CH:6]=1)#[N:4], predict the reaction product. The product is: [C:3]([C:5]1[CH:14]=[C:13]2[C:8]([CH:9]=[CH:10][C:11]([C:15]([OH:17])=[O:16])=[CH:12]2)=[CH:7][CH:6]=1)#[N:4]. (7) The product is: [OH:20][CH2:19][CH2:18][CH2:17][C:14]1[C:15](=[O:16])[N:10]([CH2:9][C:6]2[CH:5]=[CH:4][C:3]([O:2][CH3:1])=[CH:8][CH:7]=2)[NH:11][C:12](=[O:26])[CH:13]=1. Given the reactants [CH3:1][O:2][C:3]1[CH:8]=[CH:7][C:6]([CH2:9][N:10]2[C:15](=[O:16])[C:14]([CH2:17][CH2:18][C:19](OCCCC)=[O:20])=[CH:13][C:12](=[O:26])[NH:11]2)=[CH:5][CH:4]=1.[H-].[Al+3].[Li+].[H-].[H-].[H-].Cl, predict the reaction product. (8) Given the reactants [C:1]1([C:11]([N:13]2[CH2:18][CH2:17][CH2:16][CH2:15][C@H:14]2[C:19]([OH:21])=[O:20])=[O:12])[C:10]2[C:5](=[CH:6][CH:7]=[CH:8][CH:9]=2)[CH:4]=[CH:3][N:2]=1.[C:22](OC(=O)CC(N)C(O)CF)(C)(C)C.C1C=CC2N(O)N=NC=2C=1.C(Cl)CCl, predict the reaction product. The product is: [CH3:22][O:20][C:19]([C@@H:14]1[CH2:15][CH2:16][CH2:17][CH2:18][N:13]1[C:11]([C:1]1[C:10]2[C:5](=[CH:6][CH:7]=[CH:8][CH:9]=2)[CH:4]=[CH:3][N:2]=1)=[O:12])=[O:21].